Binary Classification. Given a T-cell receptor sequence (or CDR3 region) and an epitope sequence, predict whether binding occurs between them. From a dataset of TCR-epitope binding with 47,182 pairs between 192 epitopes and 23,139 TCRs. (1) The epitope is HTTDPSFLGRY. The TCR CDR3 sequence is CASTPGREETQYF. Result: 1 (the TCR binds to the epitope). (2) The epitope is VLWAHGFEL. The TCR CDR3 sequence is CASSLRGRGPDQETQYF. Result: 1 (the TCR binds to the epitope). (3) The epitope is DPFRLLQNSQVFS. The TCR CDR3 sequence is CASSLGLGATQYF. Result: 1 (the TCR binds to the epitope). (4) The epitope is VTIAEILLI. The TCR CDR3 sequence is CASSSPRDRPFSGANVLTF. Result: 1 (the TCR binds to the epitope). (5) The epitope is FLPRVFSAV. The TCR CDR3 sequence is CSVGSLLAYNEQFF. Result: 1 (the TCR binds to the epitope). (6) The epitope is LLQTGIHVRVSQPSL. The TCR CDR3 sequence is CASRLSGANVLTF. Result: 1 (the TCR binds to the epitope). (7) The epitope is HSKKKCDEL. The TCR CDR3 sequence is CAISEVQETQYF. Result: 1 (the TCR binds to the epitope). (8) The epitope is YLNTLTLAV. The TCR CDR3 sequence is CASSLGGQGNYGYTF. Result: 1 (the TCR binds to the epitope).